From a dataset of Reaction yield outcomes from USPTO patents with 853,638 reactions. Predict the reaction yield, written as a fraction of the theoretical maximum amount of product (1.0 means a 100% yield; for example, 0.34 means a 34% yield). (1) The reactants are [C:1]([O:5][C:6]([NH:8][C@@H:9]([CH2:13][C:14]1[CH:19]=[CH:18][C:17]([N+:20]([O-:22])=[O:21])=[CH:16][CH:15]=1)[C:10]([OH:12])=O)=[O:7])([CH3:4])([CH3:3])[CH3:2].C(N(CC)CC)C.ClC(OCC(C)C)=O.[N+:38](=[CH2:40])=[N-:39]. The catalyst is C1COCC1.CCOCC. The product is [C:1]([O:5][C:6](=[O:7])[NH:8][C@@H:9]([CH2:13][C:14]1[CH:19]=[CH:18][C:17]([N+:20]([O-:22])=[O:21])=[CH:16][CH:15]=1)[C:10](=[O:12])[CH:40]=[N+:38]=[N-:39])([CH3:2])([CH3:3])[CH3:4]. The yield is 0.820. (2) The reactants are [CH:1]1([C:4]2[CH:5]=[CH:6][C:7]3[O:11][C:10]([C:12](=[O:16])[CH:13]([CH3:15])[CH3:14])=[C:9]([CH3:17])[C:8]=3[CH:18]=2)[CH2:3][CH2:2]1.[BH4-].[Na+]. The catalyst is O1CCCC1.CO. The product is [CH:1]1([C:4]2[CH:5]=[CH:6][C:7]3[O:11][C:10]([CH:12]([OH:16])[CH:13]([CH3:14])[CH3:15])=[C:9]([CH3:17])[C:8]=3[CH:18]=2)[CH2:2][CH2:3]1. The yield is 0.500. (3) The reactants are [CH2:1]([NH2:8])[C:2]1[CH:7]=[CH:6][CH:5]=[CH:4][CH:3]=1.[C:9]([NH:17][C:18]1[S:19][C:20]([C:24](O)=[O:25])=[C:21]([Cl:23])[N:22]=1)(=[O:16])[C:10]1[CH:15]=[CH:14][CH:13]=[CH:12][CH:11]=1. No catalyst specified. The product is [CH2:1]([NH:8][C:24]([C:20]1[S:19][C:18]([NH:17][C:9](=[O:16])[C:10]2[CH:15]=[CH:14][CH:13]=[CH:12][CH:11]=2)=[N:22][C:21]=1[Cl:23])=[O:25])[C:2]1[CH:7]=[CH:6][CH:5]=[CH:4][CH:3]=1. The yield is 0.200. (4) The reactants are [CH2:1]([N:8]1[C:16]2[C:11](=[CH:12][CH:13]=[CH:14][CH:15]=2)[C:10]([C:17]2[CH:22]=[CH:21][C:20]([CH2:23][OH:24])=[CH:19][CH:18]=2)=[N:9]1)[C:2]1[CH:7]=[CH:6][CH:5]=[CH:4][CH:3]=1.[C:25]1(=[O:31])[O:30][C:28](=[O:29])[CH2:27][CH2:26]1. No catalyst specified. The product is [CH2:1]([N:8]1[C:16]2[C:11](=[CH:12][CH:13]=[CH:14][CH:15]=2)[C:10]([C:17]2[CH:18]=[CH:19][C:20]([CH2:23][O:24][C:25](=[O:31])[CH2:26][CH2:27][C:28]([OH:30])=[O:29])=[CH:21][CH:22]=2)=[N:9]1)[C:2]1[CH:3]=[CH:4][CH:5]=[CH:6][CH:7]=1. The yield is 0.750. (5) The reactants are [N:1]12[CH2:8][CH2:7][C:4]([C:9]([C:17]3[CH:22]=[CH:21][CH:20]=[CH:19][CH:18]=3)([C:11]3[CH:16]=[CH:15][CH:14]=[CH:13][CH:12]=3)[OH:10])([CH2:5][CH2:6]1)[CH2:3][CH2:2]2.[Br:23][CH2:24][CH2:25][CH2:26][O:27][C:28]1[CH:29]=[C:30]([C:34]2[CH:39]=[CH:38][CH:37]=[CH:36][CH:35]=2)[CH:31]=[CH:32][CH:33]=1. The catalyst is CC#N. The product is [Br-:23].[C:30]1([C:34]2[CH:39]=[CH:38][CH:37]=[CH:36][CH:35]=2)[CH:31]=[CH:32][CH:33]=[C:28]([O:27][CH2:26][CH2:25][CH2:24][N+:1]23[CH2:6][CH2:5][C:4]([C:9]([OH:10])([C:17]4[CH:22]=[CH:21][CH:20]=[CH:19][CH:18]=4)[C:11]4[CH:12]=[CH:13][CH:14]=[CH:15][CH:16]=4)([CH2:3][CH2:2]2)[CH2:7][CH2:8]3)[CH:29]=1. The yield is 0.706. (6) The yield is 0.790. The product is [F:21][C:2]([F:1])([C:8]1[CH:13]=[CH:12][C:11]([F:14])=[CH:10][C:9]=1[O:15][CH2:16][C:17]([F:18])([F:20])[F:19])[C:3]([OH:5])=[O:4]. The reactants are [F:1][C:2]([F:21])([C:8]1[CH:13]=[CH:12][C:11]([F:14])=[CH:10][C:9]=1[O:15][CH2:16][C:17]([F:20])([F:19])[F:18])[C:3]([O:5]CC)=[O:4].CO.O.[OH-].[Li+]. The catalyst is O1CCCC1.O. (7) The reactants are [C:1]([NH:6][C@H:7]([C:29]([NH:31][C@H:32](C(O)=O)[CH2:33][S:34][C:35](=[O:37])[CH3:36])=[O:30])[CH2:8][S:9]C(C1C=CC=CC=1)(C1C=CC=CC=1)C1C=CC=CC=1)(=[O:5])[CH:2]([CH3:4])[CH3:3].C(N[C@H](C(NCCSC(=O)C)=O)CS)(=O)C.C(Cl)Cl.CCOCC. The catalyst is C(Cl)(Cl)Cl. The product is [C:1]([NH:6][C@H:7]([C:29]([NH:31][CH2:32][CH2:33][S:34][C:35](=[O:37])[CH3:36])=[O:30])[CH2:8][SH:9])(=[O:5])[CH:2]([CH3:3])[CH3:4]. The yield is 0.700. (8) The reactants are [CH3:1][O:2][C:3]1[CH:4]=[C:5]2[C:10](=[CH:11][C:12]=1[O:13][CH3:14])[N:9]=[CH:8][CH:7]=[C:6]2[O:15][C:16]1[C:22]([CH3:23])=[CH:21][C:19]([NH2:20])=[C:18]([CH3:24])[CH:17]=1.C1(C)C=CC=CC=1.C(N(CC)CC)C.Cl[C:40](Cl)([O:42]C(=O)OC(Cl)(Cl)Cl)Cl.[CH3:51][O:52][C:53]1[CH:54]=[C:55]([CH:59]=[CH:60][CH:61]=1)[CH:56]([OH:58])[CH3:57]. The catalyst is C(Cl)Cl. The product is [CH3:1][O:2][C:3]1[CH:4]=[C:5]2[C:10](=[CH:11][C:12]=1[O:13][CH3:14])[N:9]=[CH:8][CH:7]=[C:6]2[O:15][C:16]1[C:22]([CH3:23])=[CH:21][C:19]([NH:20][C:40](=[O:42])[O:58][CH:56]([C:55]2[CH:59]=[CH:60][CH:61]=[C:53]([O:52][CH3:51])[CH:54]=2)[CH3:57])=[C:18]([CH3:24])[CH:17]=1. The yield is 0.560. (9) The reactants are [O-]CC.[Mg+2].[O-]CC.[C:8]([O:14][CH3:15])(=[O:13])[CH2:9][C:10](O)=[O:11].[C:16](O)(=O)[CH2:17][CH2:18][CH2:19][CH2:20][CH2:21][CH2:22][CH2:23][CH2:24][CH2:25][CH2:26]C.C([O-])(=O)CC([O-])=O.C[Mg+2]. The catalyst is O1CCOCC1. The product is [O:11]=[C:10]([CH2:26][CH2:25][CH2:24][CH2:23][CH2:22][CH2:21][CH2:20][CH2:19][CH2:18][CH2:17][CH3:16])[CH2:9][C:8]([O:14][CH3:15])=[O:13]. The yield is 0.610. (10) The product is [CH:1]1([CH2:7][CH:8]=[O:9])[CH2:6][CH2:5][CH2:4][CH2:3][CH2:2]1. The reactants are [CH:1]1([CH2:7][C:8](OC)=[O:9])[CH2:6][CH2:5][CH2:4][CH2:3][CH2:2]1.CC(C[AlH]CC(C)C)C.O.O.O.O.C(C(C(C([O-])=O)O)O)([O-])=O.[Na+].[K+]. The catalyst is CCOCC.O. The yield is 0.930.